Dataset: Reaction yield outcomes from USPTO patents with 853,638 reactions. Task: Predict the reaction yield, written as a fraction of the theoretical maximum amount of product (1.0 means a 100% yield; for example, 0.34 means a 34% yield). The reactants are [Br:1][C:2]1[CH:7]=[CH:6][C:5]([CH3:8])=[CH:4][C:3]=1[S:9][CH2:10][C:11]#[CH:12].CC(C)=[O:15].OOS([O-])=O.[K+].O. The catalyst is [Br-].C([N+](CCCC)(CCCC)CCCC)CCC.C(OCC)(=O)C. The product is [Br:1][C:2]1[CH:7]=[CH:6][C:5]([CH3:8])=[CH:4][C:3]=1[S:9]([CH2:10][C:11]#[CH:12])=[O:15]. The yield is 0.930.